Task: Predict which catalyst facilitates the given reaction.. Dataset: Catalyst prediction with 721,799 reactions and 888 catalyst types from USPTO (1) Reactant: [CH2:1]([C:3]1[N:7]([CH2:8][C:9]([P:15](=[O:18])([OH:17])[OH:16])([OH:14])[P:10]([OH:13])([OH:12])=[O:11])[CH:6]=[N:5][CH:4]=1)[CH3:2].[Cl-].[Ca+2:20].[Cl-]. Product: [CH2:1]([C:3]1[N:7]([CH2:8][C:9]([P:15](=[O:16])([O-:18])[O-:17])([OH:14])[P:10]([OH:12])([OH:13])=[O:11])[CH:6]=[N:5][CH:4]=1)[CH3:2].[Ca+2:20]. The catalyst class is: 6. (2) Reactant: [C:1]1([CH2:7][C:8]([OH:10])=[O:9])[CH:6]=[CH:5][CH:4]=[CH:3][CH:2]=1.C(=O)([O-])[O-].[Cs+].[Cs+].Br[CH2:18][C:19]([C:21]1[CH:22]=[N:23][C:24]([C:27]2[CH:32]=[CH:31][CH:30]=[CH:29][CH:28]=2)=[N:25][CH:26]=1)=[O:20].O. Product: [C:1]1([CH2:7][C:8]([O:10][CH2:18][C:19](=[O:20])[C:21]2[CH:26]=[N:25][C:24]([C:27]3[CH:28]=[CH:29][CH:30]=[CH:31][CH:32]=3)=[N:23][CH:22]=2)=[O:9])[CH:6]=[CH:5][CH:4]=[CH:3][CH:2]=1. The catalyst class is: 7. (3) Reactant: [NH2:1][C:2](=S)[C:3]([O:5][CH2:6][CH3:7])=[O:4].[NH2:9][NH2:10].C1COCC1. Product: [NH2:1][C:2](=[N:9][NH2:10])[C:3]([O:5][CH2:6][CH3:7])=[O:4]. The catalyst class is: 8. (4) Reactant: C(OC([N:8]1[CH:17]([CH3:18])[CH2:16][C:15]2[C:14]([O:19][C:20]3[CH:21]=[C:22]4[C:26](=[CH:27][CH:28]=3)[N:25]([C:29](=[O:40])[NH:30][C:31]3[NH:32][N:33]=[C:34]([C:36]([CH3:39])([CH3:38])[CH3:37])[CH:35]=3)[CH:24]=[CH:23]4)=[N:13][CH:12]=[N:11][C:10]=2[CH2:9]1)=O)(C)(C)C.C(O)(C(F)(F)F)=O. Product: [C:36]([C:34]1[CH:35]=[C:31]([NH:30][C:29]([N:25]2[C:26]3[C:22](=[CH:21][C:20]([O:19][C:14]4[C:15]5[CH2:16][CH:17]([CH3:18])[NH:8][CH2:9][C:10]=5[N:11]=[CH:12][N:13]=4)=[CH:28][CH:27]=3)[CH:23]=[CH:24]2)=[O:40])[NH:32][N:33]=1)([CH3:39])([CH3:37])[CH3:38]. The catalyst class is: 2.